This data is from Reaction yield outcomes from USPTO patents with 853,638 reactions. The task is: Predict the reaction yield, written as a fraction of the theoretical maximum amount of product (1.0 means a 100% yield; for example, 0.34 means a 34% yield). The reactants are Br[C:2]1[CH:7]=[C:6]([Br:8])[CH:5]=[C:4]([Br:9])[CH:3]=1.CCCCCC.C([Li])CCC.[F:21][C:22]([F:30])([F:29])[C:23]([C:25]([F:28])([F:27])[F:26])=[O:24]. The catalyst is C(OCC)C. The product is [F:21][C:22]([F:30])([F:29])[C:23]([C:2]1[CH:7]=[C:6]([Br:8])[CH:5]=[C:4]([Br:9])[CH:3]=1)([OH:24])[C:25]([F:28])([F:27])[F:26]. The yield is 0.600.